Dataset: Full USPTO retrosynthesis dataset with 1.9M reactions from patents (1976-2016). Task: Predict the reactants needed to synthesize the given product. Given the product [C:13]([O:17][C:18](=[O:36])[CH2:19][N:20]([S:2](=[O:4])(=[O:3])[NH:5][C:6]([O:12][C:8]([CH3:11])([CH3:10])[CH3:9])=[O:7])[C:21]1[CH:26]=[CH:25][C:24]([I:27])=[CH:23][C:22]=1[O:28][CH2:29][C:30]1[CH:31]=[CH:32][CH:33]=[CH:34][CH:35]=1)([CH3:16])([CH3:14])[CH3:15], predict the reactants needed to synthesize it. The reactants are: Cl[S:2]([N:5]=[C:6]=[O:7])(=[O:4])=[O:3].[C:8]([OH:12])([CH3:11])([CH3:10])[CH3:9].[C:13]([O:17][C:18](=[O:36])[CH2:19][NH:20][C:21]1[CH:26]=[CH:25][C:24]([I:27])=[CH:23][C:22]=1[O:28][CH2:29][C:30]1[CH:35]=[CH:34][CH:33]=[CH:32][CH:31]=1)([CH3:16])([CH3:15])[CH3:14].C(N(CC)CC)C.